This data is from Kir2.1 potassium channel HTS with 301,493 compounds. The task is: Binary Classification. Given a drug SMILES string, predict its activity (active/inactive) in a high-throughput screening assay against a specified biological target. The compound is O1N=C(CC1C(=O)NCCOC)c1ccc([N+]([O-])=O)cc1. The result is 0 (inactive).